Dataset: Peptide-MHC class I binding affinity with 185,985 pairs from IEDB/IMGT. Task: Regression. Given a peptide amino acid sequence and an MHC pseudo amino acid sequence, predict their binding affinity value. This is MHC class I binding data. (1) The peptide sequence is GLIIPPLGI. The MHC is HLA-A02:06 with pseudo-sequence HLA-A02:06. The binding affinity (normalized) is 0.204. (2) The peptide sequence is FYHLPLHPA. The MHC is Patr-A0901 with pseudo-sequence Patr-A0901. The binding affinity (normalized) is 0.532.